Dataset: Full USPTO retrosynthesis dataset with 1.9M reactions from patents (1976-2016). Task: Predict the reactants needed to synthesize the given product. Given the product [NH2:17][CH2:18][CH2:19][NH:15][C:13]([NH:12][C@H:9]1[CH2:10][CH2:11][N:7]([C:2]2[CH:3]=[CH:4][CH:5]=[CH:6][N:1]=2)[CH2:8]1)=[O:14], predict the reactants needed to synthesize it. The reactants are: [N:1]1[CH:6]=[CH:5][CH:4]=[CH:3][C:2]=1[N:7]1[CH2:11][CH2:10][C@H:9]([NH:12][C:13]([N:15]2[CH:19]=[CH:18][N:17]=C2)=[O:14])[CH2:8]1.